This data is from Reaction yield outcomes from USPTO patents with 853,638 reactions. The task is: Predict the reaction yield, written as a fraction of the theoretical maximum amount of product (1.0 means a 100% yield; for example, 0.34 means a 34% yield). (1) The reactants are C(=O)([O:4][C:5]1[CH:10]=[C:9]([N+:11]([O-:13])=[O:12])[C:8]([Br:14])=[CH:7][C:6]=1[C:15]([CH3:18])([CH3:17])[CH3:16])OC.[OH-].[K+].Cl. The catalyst is CO. The product is [C:15]([C:6]1[CH:7]=[C:8]([Br:14])[C:9]([N+:11]([O-:13])=[O:12])=[CH:10][C:5]=1[OH:4])([CH3:18])([CH3:16])[CH3:17]. The yield is 0.990. (2) The reactants are [CH3:1][C:2]([CH2:15][C:16]1[CH:21]=[CH:20][C:19]([N+:22]([O-:24])=[O:23])=[CH:18][CH:17]=1)([C:9]([O:11]C(C)C)=[O:10])[C:3]([O:5]C(C)C)=[O:4].O1CCOCC1.O.[OH-].[Li+].Cl. The catalyst is C(OCC)(=O)C.O. The product is [CH3:1][C:2]([CH2:15][C:16]1[CH:17]=[CH:18][C:19]([N+:22]([O-:24])=[O:23])=[CH:20][CH:21]=1)([C:9]([OH:11])=[O:10])[C:3]([OH:5])=[O:4]. The yield is 1.00. (3) The reactants are [Br:1][C:2]1[C:3]([F:12])=[C:4]([CH:8]=[CH:9][C:10]=1[F:11])[C:5]([OH:7])=O.[CH3:13][N:14]([CH3:17])C=O.[C:18](Cl)(=[O:22])C(Cl)=O. The catalyst is C1(C)C=CC=CC=1. The product is [CH2:17]([N:14]([CH2:13][CH2:18][OH:22])[C:5](=[O:7])[C:4]1[CH:8]=[CH:9][C:10]([F:11])=[C:2]([Br:1])[C:3]=1[F:12])[C:2]1[CH:3]=[CH:4][CH:8]=[CH:9][CH:10]=1. The yield is 0.903. (4) The reactants are [NH2:1][CH2:2][C:3]1[N:8]=[C:7]([N:9]([CH2:17][C:18]([O:20][C:21]([CH3:24])([CH3:23])[CH3:22])=[O:19])[C:10]([O:12][C:13]([CH3:16])([CH3:15])[CH3:14])=[O:11])[CH:6]=[CH:5][CH:4]=1.[S:25]1[CH:29]=[CH:28][CH:27]=[C:26]1[S:30](Cl)(=[O:32])=[O:31]. No catalyst specified. The product is [C:13]([O:12][C:10]([N:9]([CH2:17][C:18]([O:20][C:21]([CH3:24])([CH3:23])[CH3:22])=[O:19])[C:7]1[CH:6]=[CH:5][CH:4]=[C:3]([CH2:2][NH:1][S:30]([C:26]2[S:25][CH:29]=[CH:28][CH:27]=2)(=[O:32])=[O:31])[N:8]=1)=[O:11])([CH3:16])([CH3:15])[CH3:14]. The yield is 0.640. (5) The reactants are [C:1]([O:9][C@H:10]1[CH2:15][C:14](=[O:16])[CH2:13][CH2:12][C@@H:11]1[C:17]1[N:21]([CH3:22])[N:20]=[CH:19][CH:18]=1)(=[O:8])[C:2]1[CH:7]=[CH:6][CH:5]=[CH:4][CH:3]=1.[BH4-].[Na+]. The catalyst is C(O)C. The product is [C:1]([O:9][C@H:10]1[CH2:15][C@@H:14]([OH:16])[CH2:13][CH2:12][C@@H:11]1[C:17]1[N:21]([CH3:22])[N:20]=[CH:19][CH:18]=1)(=[O:8])[C:2]1[CH:3]=[CH:4][CH:5]=[CH:6][CH:7]=1. The yield is 0.650. (6) The reactants are [CH3:1][O:2][C:3]1[CH:8]=[CH:7][CH:6]=[CH:5][C:4]=1[OH:9].F[C:11]1[CH:16]=[CH:15][CH:14]=[CH:13][C:12]=1[N+:17]([O-:19])=[O:18].COC1C=CC=CC=1OC1C=CC=CC=1N.NC1SC=CN=1. No catalyst specified. The product is [CH3:1][O:2][C:3]1[CH:8]=[CH:7][CH:6]=[CH:5][C:4]=1[O:9][C:11]1[CH:16]=[CH:15][CH:14]=[CH:13][C:12]=1[N+:17]([O-:19])=[O:18]. The yield is 0.810.